Task: Predict which catalyst facilitates the given reaction.. Dataset: Catalyst prediction with 721,799 reactions and 888 catalyst types from USPTO (1) Reactant: [Cl:1][C:2]1[C:3]([C:29]([O:31]C)=[O:30])=[N:4][C:5]([C:8]2[CH:13]=[CH:12][C:11]([Cl:14])=[C:10]([C:15]([NH:17][CH2:18][C:19]34[CH2:28][CH:23]5[CH2:24][CH:25]([CH2:27][CH:21]([CH2:22]5)[CH2:20]3)[CH2:26]4)=[O:16])[CH:9]=2)=[CH:6][CH:7]=1.[OH-].[K+].CO. Product: [Cl:1][C:2]1[C:3]([C:29]([OH:31])=[O:30])=[N:4][C:5]([C:8]2[CH:13]=[CH:12][C:11]([Cl:14])=[C:10]([C:15]([NH:17][CH2:18][C:19]34[CH2:26][CH:25]5[CH2:24][CH:23]([CH2:22][CH:21]([CH2:27]5)[CH2:20]3)[CH2:28]4)=[O:16])[CH:9]=2)=[CH:6][CH:7]=1. The catalyst class is: 6. (2) Reactant: Br[C:2]1[CH:3]=[C:4]([CH:7]=[O:8])[O:5][CH:6]=1.[CH2:9](OB(C=C)OCCCC)[CH2:10]CC.C(C1OC(C=O)=CC=1)C1C=CC=CC=1. Product: [CH:9]([C:2]1[CH:3]=[C:4]([CH:7]=[O:8])[O:5][CH:6]=1)=[CH2:10]. The catalyst class is: 9.